Dataset: Forward reaction prediction with 1.9M reactions from USPTO patents (1976-2016). Task: Predict the product of the given reaction. (1) Given the reactants [OH:1][CH:2]1[C:6]2[CH:7]=[CH:8][CH:9]=[C:10]([CH:11]=[O:12])[C:5]=2[C:4](=[O:13])[O:3]1.[C:14](=O)([O-])[O-].[K+].[K+].IC, predict the reaction product. The product is: [CH:2]([C:6]1[CH:7]=[CH:8][CH:9]=[C:10]([CH:11]=[O:12])[C:5]=1[C:4]([O:3][CH3:14])=[O:13])=[O:1]. (2) The product is: [ClH:1].[CH3:2][C:3]1[CH:4]=[N:5][CH:6]=[C:7]([C:9]#[C:10][C:11]2[CH:16]=[CH:15][CH:14]=[CH:13][CH:12]=2)[CH:8]=1. Given the reactants [ClH:1].[CH3:2][C:3]1[CH:4]=[N:5][CH:6]=[C:7]([C:9]#[C:10][C:11]2[CH:16]=[CH:15][CH:14]=[CH:13][CH:12]=2)[CH:8]=1, predict the reaction product. (3) The product is: [Br:11][C:12]1[CH:26]=[CH:25][C:15]([C:16](=[O:17])[CH2:10][N+:7]([O-:9])=[O:8])=[CH:14][CH:13]=1. Given the reactants CC(C)([O-])C.[K+].[N+:7]([CH3:10])([O-:9])=[O:8].[Br:11][C:12]1[CH:26]=[CH:25][C:15]([C:16](OC2C=CC=CC=2)=[O:17])=[CH:14][CH:13]=1.Cl, predict the reaction product. (4) Given the reactants [CH2:1]([NH:3][C:4]1[CH:9]=[C:8]([O:10][CH3:11])[C:7]([O:12][CH3:13])=[CH:6][C:5]=1[CH:14]1[CH2:23][CH2:22][C:21]2[CH:20]=[C:19]([O:24]C(=O)C(C)(C)C)[CH:18]=[CH:17][C:16]=2[CH2:15]1)[CH3:2].C(OC([N:38]1[CH2:43][CH2:42][CH:41]([C:44]2[CH:49]=[CH:48][C:47]([C:50](O)=O)=[CH:46][CH:45]=2)[CH2:40][CH2:39]1)=O)(C)(C)C, predict the reaction product. The product is: [CH2:1]([N:3]([CH2:50][C:47]1[CH:46]=[CH:45][C:44]([CH:41]2[CH2:40][CH2:39][NH:38][CH2:43][CH2:42]2)=[CH:49][CH:48]=1)[C:4]1[CH:9]=[C:8]([O:10][CH3:11])[C:7]([O:12][CH3:13])=[CH:6][C:5]=1[CH:14]1[CH2:23][CH2:22][C:21]2[CH:20]=[C:19]([OH:24])[CH:18]=[CH:17][C:16]=2[CH2:15]1)[CH3:2].